Dataset: Catalyst prediction with 721,799 reactions and 888 catalyst types from USPTO. Task: Predict which catalyst facilitates the given reaction. (1) Reactant: [CH2:1]([C@@H:8]1[CH2:13][N:12]([CH2:14][C:15]2[CH:20]=[CH:19][CH:18]=[CH:17][CH:16]=2)[CH2:11][CH2:10][N:9]1[C:21]([O:23][C:24]([CH3:27])([CH3:26])[CH3:25])=[O:22])[C:2]1[CH:7]=[CH:6][CH:5]=[CH:4][CH:3]=1.CN(CCN(C)C)C.C([Li])(CC)C.[Cl-].[NH4+].C1C[O:46][CH2:45]C1. Product: [CH2:1]([C@@H:8]1[CH2:13][N:12]([CH2:14][C:15]2[CH:16]=[CH:17][CH:18]=[CH:19][CH:20]=2)[CH2:11][C@@H:10]([CH:45]=[O:46])[N:9]1[C:21]([O:23][C:24]([CH3:27])([CH3:26])[CH3:25])=[O:22])[C:2]1[CH:3]=[CH:4][CH:5]=[CH:6][CH:7]=1. The catalyst class is: 3. (2) Reactant: [N+:1]([C:4]1[CH:26]=[CH:25][C:7]([CH2:8][O:9][C:10]([CH:12]2[N:16]3[C:17](=[O:21])[C:18](Br)([Br:19])[C@H:15]3[S:14](=[O:22])[C:13]2([CH3:24])[CH3:23])=[O:11])=[CH:6][CH:5]=1)([O-:3])=[O:2].C1(C(OC(C2N3C(=O)C(Br)(Br)[C@H]3S(=O)C2(C)C)=O)C2C=CC=CC=2)C=CC=CC=1.[Cl-].[NH4+].[Bi](Cl)(Cl)Cl.[Al]. Product: [N+:1]([C:4]1[CH:5]=[CH:6][C:7]([CH2:8][O:9][C:10]([CH:12]2[N:16]3[C:17](=[O:21])[CH:18]([Br:19])[C@H:15]3[S:14](=[O:22])[C:13]2([CH3:23])[CH3:24])=[O:11])=[CH:25][CH:26]=1)([O-:3])=[O:2]. The catalyst class is: 98. (3) Reactant: [NH2:1][C:2]([C:10]1[CH:15]=[CH:14][C:13]([CH2:16][CH2:17][C:18]([CH3:21])([CH3:20])[CH3:19])=[C:12]([Cl:22])[CH:11]=1)([CH3:9])[C@@H:3]([CH:6]([CH3:8])[CH3:7])[CH2:4][OH:5].[CH2:23]([O:25][C:26](=[O:32])[CH2:27][CH2:28][N:29]=[C:30]=[O:31])[CH3:24].CN(C)CCNC.Cl. Product: [CH2:23]([O:25][C:26](=[O:32])[CH2:27][CH2:28][NH:29][C:30]([NH:1][C@:2]([C:10]1[CH:15]=[CH:14][C:13]([CH2:16][CH2:17][C:18]([CH3:20])([CH3:19])[CH3:21])=[C:12]([Cl:22])[CH:11]=1)([CH3:9])[CH:3]([CH2:4][OH:5])[CH:6]([CH3:7])[CH3:8])=[O:31])[CH3:24]. The catalyst class is: 7. (4) Reactant: C([O:4][C:5]1[CH:10]=[CH:9][CH:8]=[CH:7][C:6]=1/[CH:11]=[CH:12]/[C:13]1[CH:18]=[C:17]([Cl:19])[CH:16]=[CH:15][C:14]=1[Br:20])(=O)C.F[C:22](F)(F)[C:23](O)=O.CO[CH2:30][N:31]([Si](C)(C)C)C.[OH-].[K+].Cl. Product: [CH3:30][N:31]1[CH2:23][CH2:22][C@@H:12]([C:13]2[CH:18]=[C:17]([Cl:19])[CH:16]=[CH:15][C:14]=2[Br:20])[C@@H:11]1[C:6]1[CH:7]=[CH:8][CH:9]=[CH:10][C:5]=1[OH:4]. The catalyst class is: 93. (5) Reactant: [CH:1]1([CH2:6][CH:7]([C:11]2[CH:16]=[CH:15][C:14]([N:17]3[CH2:22][CH2:21][O:20][CH2:19][CH2:18]3)=[CH:13][CH:12]=2)[C:8]([OH:10])=O)[CH2:5][CH2:4][CH2:3][CH2:2]1.C(N(CC)C(C)C)(C)C.F[P-](F)(F)(F)(F)F.N1(OC(N(C)C)=[N+](C)C)C2C=CC=CC=2N=N1.[NH2:56][C:57]1[S:58][CH:59]=[CH:60][N:61]=1. Product: [CH:1]1([CH2:6][CH:7]([C:11]2[CH:12]=[CH:13][C:14]([N:17]3[CH2:22][CH2:21][O:20][CH2:19][CH2:18]3)=[CH:15][CH:16]=2)[C:8]([NH:56][C:57]2[S:58][CH:59]=[CH:60][N:61]=2)=[O:10])[CH2:5][CH2:4][CH2:3][CH2:2]1. The catalyst class is: 9. (6) Reactant: Cl[C:2]1[N:3]=[C:4]([C:15]2[CH:20]=[CH:19][CH:18]=[CH:17][CH:16]=2)[C:5]([C:9]2[CH:14]=[CH:13][CH:12]=[CH:11][CH:10]=2)=[N+:6]([O-:8])[CH:7]=1.[CH3:21][NH2:22]. Product: [C:9]1([C:5]2[C:4]([C:15]3[CH:20]=[CH:19][CH:18]=[CH:17][CH:16]=3)=[N:3][C:2]([NH:22][CH3:21])=[CH:7][N+:6]=2[O-:8])[CH:14]=[CH:13][CH:12]=[CH:11][CH:10]=1. The catalyst class is: 5. (7) Reactant: [CH3:1][NH2:2].[F:3][C:4]1[CH:9]=[C:8]([N:10]2[CH:14]=[C:13]([CH2:15][N:16]=[C:17]=[S:18])[N:12]=[N:11]2)[CH:7]=[C:6]([F:19])[C:5]=1[N:20]1[CH2:25][CH2:24][O:23][CH2:22][CH2:21]1.Cl. Product: [F:3][C:4]1[CH:9]=[C:8]([N:10]2[CH:14]=[C:13]([CH2:15][NH:16][C:17]([NH:2][CH3:1])=[S:18])[N:12]=[N:11]2)[CH:7]=[C:6]([F:19])[C:5]=1[N:20]1[CH2:21][CH2:22][O:23][CH2:24][CH2:25]1. The catalyst class is: 6. (8) Reactant: [CH:1]([C:4]1[C:8]2[CH:9]=[CH:10][C:11]([C:13]([F:16])([F:15])[F:14])=[CH:12][C:7]=2[S:6][C:5]=1[CH2:17][CH2:18][C:19]1[C:23]2[CH:24]=[C:25]([CH3:33])[C:26]([CH:28]=[CH:29][C:30]([OH:32])=[O:31])=[CH:27][C:22]=2[O:21][N:20]=1)([CH3:3])[CH3:2].O.NN. The catalyst class is: 240. Product: [CH:1]([C:4]1[C:8]2[CH:9]=[CH:10][C:11]([C:13]([F:14])([F:15])[F:16])=[CH:12][C:7]=2[S:6][C:5]=1[CH2:17][CH2:18][C:19]1[C:23]2[CH:24]=[C:25]([CH3:33])[C:26]([CH2:28][CH2:29][C:30]([OH:32])=[O:31])=[CH:27][C:22]=2[O:21][N:20]=1)([CH3:3])[CH3:2].